Dataset: NCI-60 drug combinations with 297,098 pairs across 59 cell lines. Task: Regression. Given two drug SMILES strings and cell line genomic features, predict the synergy score measuring deviation from expected non-interaction effect. (1) Drug 1: C1CCC(C1)C(CC#N)N2C=C(C=N2)C3=C4C=CNC4=NC=N3. Synergy scores: CSS=48.0, Synergy_ZIP=6.45, Synergy_Bliss=7.00, Synergy_Loewe=-40.2, Synergy_HSA=8.85. Drug 2: CC1=C2C(C(=O)C3(C(CC4C(C3C(C(C2(C)C)(CC1OC(=O)C(C(C5=CC=CC=C5)NC(=O)OC(C)(C)C)O)O)OC(=O)C6=CC=CC=C6)(CO4)OC(=O)C)O)C)O. Cell line: SF-295. (2) Drug 1: CCN(CC)CCNC(=O)C1=C(NC(=C1C)C=C2C3=C(C=CC(=C3)F)NC2=O)C. Drug 2: CCC1(CC2CC(C3=C(CCN(C2)C1)C4=CC=CC=C4N3)(C5=C(C=C6C(=C5)C78CCN9C7C(C=CC9)(C(C(C8N6C)(C(=O)OC)O)OC(=O)C)CC)OC)C(=O)OC)O.OS(=O)(=O)O. Cell line: HS 578T. Synergy scores: CSS=7.16, Synergy_ZIP=0.419, Synergy_Bliss=3.38, Synergy_Loewe=3.89, Synergy_HSA=3.03. (3) Drug 1: C1=CC(=CC=C1CCCC(=O)O)N(CCCl)CCCl. Drug 2: C1=CN(C(=O)N=C1N)C2C(C(C(O2)CO)O)O.Cl. Cell line: NCIH23. Synergy scores: CSS=65.3, Synergy_ZIP=-5.89, Synergy_Bliss=-4.97, Synergy_Loewe=-3.13, Synergy_HSA=-0.128. (4) Drug 1: CC1=C(C=C(C=C1)NC2=NC=CC(=N2)N(C)C3=CC4=NN(C(=C4C=C3)C)C)S(=O)(=O)N.Cl. Cell line: CAKI-1. Synergy scores: CSS=49.8, Synergy_ZIP=18.5, Synergy_Bliss=14.2, Synergy_Loewe=18.1, Synergy_HSA=17.9. Drug 2: CC1C(C(CC(O1)OC2CC(OC(C2O)C)OC3=CC4=CC5=C(C(=O)C(C(C5)C(C(=O)C(C(C)O)O)OC)OC6CC(C(C(O6)C)O)OC7CC(C(C(O7)C)O)OC8CC(C(C(O8)C)O)(C)O)C(=C4C(=C3C)O)O)O)O.